This data is from Peptide-MHC class II binding affinity with 134,281 pairs from IEDB. The task is: Regression. Given a peptide amino acid sequence and an MHC pseudo amino acid sequence, predict their binding affinity value. This is MHC class II binding data. (1) The peptide sequence is VIGLLPQNMVLTTQG. The MHC is DRB5_0101 with pseudo-sequence DRB5_0101. The binding affinity (normalized) is 0.199. (2) The peptide sequence is ALTGAMRVTKDTNDN. The MHC is DRB5_0101 with pseudo-sequence QEFFIASGAAVDAIMQDYFHDYDFDRATYHVGFT. The binding affinity (normalized) is 0.273.